Dataset: Retrosynthesis with 50K atom-mapped reactions and 10 reaction types from USPTO. Task: Predict the reactants needed to synthesize the given product. (1) Given the product C#CCN1Cc2ccccc2C1=O, predict the reactants needed to synthesize it. The reactants are: C#CCBr.O=C1NCc2ccccc21. (2) The reactants are: CCNCC.Cc1ccc(NC(=O)c2ccc(C#N)cc2)cc1NC(=O)c1ccc(CCl)cc1. Given the product CCN(CC)Cc1ccc(C(=O)Nc2cc(NC(=O)c3ccc(C#N)cc3)ccc2C)cc1, predict the reactants needed to synthesize it. (3) Given the product C#Cc1cc(Cl)ccc1F, predict the reactants needed to synthesize it. The reactants are: C[Si](C)(C)C#Cc1cc(Cl)ccc1F.